This data is from Catalyst prediction with 721,799 reactions and 888 catalyst types from USPTO. The task is: Predict which catalyst facilitates the given reaction. (1) Reactant: [CH2:1]([O:8][C:9]1[CH:10]=[C:11]2[C:15](=[CH:16][CH:17]=1)[NH:14][N:13]=[C:12]2[NH:18][C:19]([C:21]1[CH:22]=[N:23][N:24]([CH:26]2[CH2:31][CH2:30][N:29](C(OC(C)(C)C)=O)[CH2:28][CH2:27]2)[CH:25]=1)=[O:20])[C:2]1[CH:7]=[CH:6][CH:5]=[CH:4][CH:3]=1.[ClH:39]. Product: [ClH:39].[CH2:1]([O:8][C:9]1[CH:10]=[C:11]2[C:15](=[CH:16][CH:17]=1)[NH:14][N:13]=[C:12]2[NH:18][C:19]([C:21]1[CH:22]=[N:23][N:24]([CH:26]2[CH2:31][CH2:30][NH:29][CH2:28][CH2:27]2)[CH:25]=1)=[O:20])[C:2]1[CH:3]=[CH:4][CH:5]=[CH:6][CH:7]=1. The catalyst class is: 12. (2) Reactant: [Br:1][C:2]1[NH:6][C:5]([C@@H:7]2[CH2:11][CH2:10][CH2:9][N:8]2[C:12]([O:14]C(C)(C)C)=O)=[N:4][CH:3]=1.Cl.[CH3:20][O:21][C:22]([NH:24][C@@H:25]([CH:29]([CH3:31])[CH3:30])C(O)=O)=[O:23].CN(C(ON1N=NC2C=CC=NC1=2)=[N+](C)C)C.F[P-](F)(F)(F)(F)F.C(N(C(C)C)CC)(C)C. Product: [Br:1][C:2]1[NH:6][C:5]([C@@H:7]2[CH2:11][CH2:10][CH2:9][N:8]2[C:12](=[O:14])[C@@H:25]([NH:24][C:22](=[O:23])[O:21][CH3:20])[CH:29]([CH3:31])[CH3:30])=[N:4][CH:3]=1. The catalyst class is: 125. (3) Reactant: [C:1]([CH:4]1[CH:9]2[O:10][CH:6]([CH2:7][CH2:8]2)[CH:5]1[CH2:11][C:12]1[CH:17]=[C:16]([F:18])[CH:15]=[CH:14][C:13]=1[O:19][CH2:20][C:21]1[CH:26]=[CH:25][CH:24]=[CH:23][CH:22]=1)(O)=[O:2].[NH2:27][C@H:28]([C:31]([NH2:33])=[O:32])[CH2:29][OH:30].CN1[CH2:40][CH2:39]OCC1.CCN=C=N[CH2:46][CH2:47][CH2:48]N(C)C. Product: [CH:48]1([CH2:47][CH2:46][CH2:39][CH2:40][NH:33][C:31](=[O:32])[CH:28]([NH:27][C:1]([CH:4]2[CH:9]3[O:10][CH:6]([CH2:7][CH2:8]3)[CH:5]2[CH2:11][C:12]2[CH:17]=[C:16]([F:18])[CH:15]=[CH:14][C:13]=2[O:19][CH2:20][C:21]2[CH:26]=[CH:25][CH:24]=[CH:23][CH:22]=2)=[O:2])[CH2:29][OH:30])[CH2:8][CH2:9][CH2:4][CH2:5][CH2:6]1. The catalyst class is: 9. (4) Reactant: [CH3:1][C:2]1([CH3:14])[S:6](=[O:8])(=[O:7])[C:5]2[CH:9]=[CH:10][CH:11]=[CH:12][C:4]=2[C:3]1=[O:13].[BH4-].[Na+]. Product: [CH3:1][C:2]1([CH3:14])[S:6](=[O:8])(=[O:7])[C:5]2[CH:9]=[CH:10][CH:11]=[CH:12][C:4]=2[CH:3]1[OH:13]. The catalyst class is: 8. (5) Reactant: [Cl:1][C:2]1[C:7]([Cl:8])=[CH:6][CH:5]=[CH:4][C:3]=1[CH2:9][S:10]([C:13]1[CH:14]=[C:15]2[C:19](=[CH:20][CH:21]=1)[NH:18][C:17](=[O:22])/[C:16]/2=[CH:23]\[C:24]1[NH:28][C:27]([CH3:29])=[C:26]([C:30](O)=[O:31])[C:25]=1[CH3:33])(=[O:12])=[O:11].[CH3:34][C@H:35]1[CH2:40][NH:39][CH2:38][C@@H:37]([CH3:41])[NH:36]1.C1C=CC2N(O)N=NC=2C=1.CCN=C=NCCCN(C)C.Cl. Product: [Cl:1][C:2]1[C:7]([Cl:8])=[CH:6][CH:5]=[CH:4][C:3]=1[CH2:9][S:10]([C:13]1[CH:14]=[C:15]2[C:19](=[CH:20][CH:21]=1)[NH:18][C:17](=[O:22])/[C:16]/2=[CH:23]\[C:24]1[NH:28][C:27]([CH3:29])=[C:26]([C:30]([N:39]2[CH2:38][C@H:37]([CH3:41])[NH:36][C@H:35]([CH3:34])[CH2:40]2)=[O:31])[C:25]=1[CH3:33])(=[O:11])=[O:12]. The catalyst class is: 16. (6) Reactant: [Cl:1][C:2]1[CH:7]=[C:6]([Cl:8])[CH:5]=[CH:4][C:3]=1[C:9]1[C:17]2[C:13](=[CH:14][N:15]([CH3:18])[N:16]=2)[CH:12]=[CH:11][CH:10]=1.[Br:19]Br. Product: [Br:19][C:14]1[N:15]([CH3:18])[N:16]=[C:17]2[C:13]=1[CH:12]=[CH:11][CH:10]=[C:9]2[C:3]1[CH:4]=[CH:5][C:6]([Cl:8])=[CH:7][C:2]=1[Cl:1]. The catalyst class is: 15. (7) Reactant: C([O-])(=O)C.[O:5]=[C:6]1[C@H:9]([NH3+:10])[CH2:8][NH:7]1.CCN(CC)CC.[C:18](Cl)(=[O:27])[CH2:19][CH2:20][CH2:21][CH2:22][CH2:23][CH2:24][CH2:25][CH3:26].CCOC(C)=O. Product: [O:5]=[C:6]1[C@H:9]([NH:10][C:18](=[O:27])[CH2:19][CH2:20][CH2:21][CH2:22][CH2:23][CH2:24][CH2:25][CH3:26])[CH2:8][NH:7]1. The catalyst class is: 2. (8) Reactant: [C:1]([N:8]1[CH2:11][CH:10]([C:12]([OH:14])=O)[CH2:9]1)([O:3][C:4]([CH3:7])([CH3:6])[CH3:5])=[O:2].C(N1C=CN=C1)(N1C=CN=C1)=O.[CH2:27]([NH2:34])[C:28]1[CH:33]=[CH:32][CH:31]=[CH:30][CH:29]=1. Product: [C:4]([O:3][C:1]([N:8]1[CH2:9][CH:10]([C:12](=[O:14])[NH:34][CH2:27][C:28]2[CH:33]=[CH:32][CH:31]=[CH:30][CH:29]=2)[CH2:11]1)=[O:2])([CH3:5])([CH3:6])[CH3:7]. The catalyst class is: 26. (9) Reactant: [CH3:1][N:2]1[C:11]2[C:6](=[CH:7][CH:8]=[C:9]([O:15][CH3:16])[C:10]=2[CH2:12][CH:13]=C)[CH:5]=[CH:4][C:3]1=[O:17].I([O-])(=O)(=O)=[O:19].[Na+]. Product: [CH3:1][N:2]1[C:11]2[C:6](=[CH:7][CH:8]=[C:9]([O:15][CH3:16])[C:10]=2[CH2:12][CH:13]=[O:19])[CH:5]=[CH:4][C:3]1=[O:17]. The catalyst class is: 785.